From a dataset of Forward reaction prediction with 1.9M reactions from USPTO patents (1976-2016). Predict the product of the given reaction. Given the reactants [CH3:1][C:2]1[CH2:7][CH2:6][CH2:5][C:4]([CH3:9])([CH3:8])[C:3]=1[C:10](=[O:14])/[CH:11]=[CH:12]/[CH3:13].O, predict the reaction product. The product is: [CH3:13][C:12]1[C@@:2]2([CH3:1])[C@H:3]([C:4]([CH3:8])([CH3:9])[CH2:5][CH2:6][CH2:7]2)[C:10](=[O:14])[CH:11]=1.